From a dataset of Peptide-MHC class I binding affinity with 185,985 pairs from IEDB/IMGT. Regression. Given a peptide amino acid sequence and an MHC pseudo amino acid sequence, predict their binding affinity value. This is MHC class I binding data. (1) The peptide sequence is MRMCHEGI. The MHC is H-2-Kb with pseudo-sequence H-2-Kb. The binding affinity (normalized) is 0. (2) The peptide sequence is MQLKIDKLT. The MHC is HLA-A02:03 with pseudo-sequence HLA-A02:03. The binding affinity (normalized) is 0. (3) The peptide sequence is YLVTRNADV. The MHC is HLA-A02:06 with pseudo-sequence HLA-A02:06. The binding affinity (normalized) is 0.226. (4) The peptide sequence is VLRGRHDAA. The MHC is HLA-A02:01 with pseudo-sequence HLA-A02:01. The binding affinity (normalized) is 0.156.